This data is from Forward reaction prediction with 1.9M reactions from USPTO patents (1976-2016). The task is: Predict the product of the given reaction. (1) Given the reactants [Cl:1][C:2]1[CH:7]=[CH:6][CH:5]=[CH:4][C:3]=1[CH:8]([O:10][C:11](=[O:34])[NH:12][C:13]1[C:14]([CH3:33])=[N:15][O:16][C:17]=1[C:18]1[CH:23]=[CH:22][C:21](B2OC(C)(C)C(C)(C)O2)=[CH:20][CH:19]=1)[CH3:9].Br[C:36]1[CH:41]=[CH:40][C:39]([CH2:42][C:43]([O:45][CH2:46][CH3:47])=[O:44])=[CH:38][CH:37]=1, predict the reaction product. The product is: [CH2:46]([O:45][C:43](=[O:44])[CH2:42][C:39]1[CH:40]=[CH:41][C:36]([C:21]2[CH:22]=[CH:23][C:18]([C:17]3[O:16][N:15]=[C:14]([CH3:33])[C:13]=3[NH:12][C:11]([O:10][CH:8]([C:3]3[CH:4]=[CH:5][CH:6]=[CH:7][C:2]=3[Cl:1])[CH3:9])=[O:34])=[CH:19][CH:20]=2)=[CH:37][CH:38]=1)[CH3:47]. (2) Given the reactants [O:1]1[C:5]2([CH2:10][CH2:9][NH:8][CH2:7][CH2:6]2)[O:4][CH2:3][CH2:2]1.[C:11]([N:18]1[CH2:23][CH2:22][C:21](=O)[CH2:20][CH2:19]1)([O:13][C:14]([CH3:17])([CH3:16])[CH3:15])=[O:12].N1C=[CH:28]N=N1.C[Mg]Cl.C1COCC1, predict the reaction product. The product is: [O:1]1[C:5]2([CH2:10][CH2:9][N:8]([C:21]3([CH3:28])[CH2:22][CH2:23][N:18]([C:11]([O:13][C:14]([CH3:17])([CH3:16])[CH3:15])=[O:12])[CH2:19][CH2:20]3)[CH2:7][CH2:6]2)[O:4][CH2:3][CH2:2]1. (3) Given the reactants [Si:1]([O:8][CH2:9][C@@H:10]([NH:18][S:19]([C:22]1[CH:30]=[CH:29][C:25]2[N:26]=[CH:27][S:28][C:24]=2[CH:23]=1)(=[O:21])=[O:20])[C:11]1[S:12][C:13]([CH:16]=O)=[CH:14][CH:15]=1)([C:4]([CH3:7])([CH3:6])[CH3:5])([CH3:3])[CH3:2].[CH3:31][C:32]([S:35]([NH2:37])=[O:36])([CH3:34])[CH3:33], predict the reaction product. The product is: [Si:1]([O:8][CH2:9][C@@H:10]([NH:18][S:19]([C:22]1[CH:30]=[CH:29][C:25]2[N:26]=[CH:27][S:28][C:24]=2[CH:23]=1)(=[O:21])=[O:20])[C:11]1[S:12][C:13](/[CH:16]=[N:37]\[S:35]([C:32]([CH3:34])([CH3:33])[CH3:31])=[O:36])=[CH:14][CH:15]=1)([C:4]([CH3:7])([CH3:6])[CH3:5])([CH3:3])[CH3:2]. (4) Given the reactants [Cl:1][C:2]1[CH:7]=[CH:6][N:5]2[N:8]=[C:9]([C:24]3[CH:29]=[CH:28][C:27]([F:30])=[CH:26][CH:25]=3)[C:10]([C:11]3[CH:16]=[CH:15][N:14]=[C:13]([NH:17][C:18]4[CH:23]=[CH:22][CH:21]=[CH:20][CH:19]=4)[N:12]=3)=[C:4]2[CH:3]=1.C([Li])CCC.[CH2:36]([S:38]SCC)[CH3:37].O, predict the reaction product. The product is: [Cl:1][C:2]1[CH:7]=[C:6]([S:38][CH2:36][CH3:37])[N:5]2[N:8]=[C:9]([C:24]3[CH:25]=[CH:26][C:27]([F:30])=[CH:28][CH:29]=3)[C:10]([C:11]3[CH:16]=[CH:15][N:14]=[C:13]([NH:17][C:18]4[CH:23]=[CH:22][CH:21]=[CH:20][CH:19]=4)[N:12]=3)=[C:4]2[CH:3]=1. (5) Given the reactants [Br:1][C:2]1[CH:3]=[N:4][C:5]([C:8]([O:10]C)=O)=[N:6][CH:7]=1.[CH3:12][NH2:13], predict the reaction product. The product is: [Br:1][C:2]1[CH:7]=[N:6][C:5]([C:8]([NH:13][CH3:12])=[O:10])=[N:4][CH:3]=1. (6) Given the reactants C[O-].[Na+].C([O:6][C:7](=O)[CH:8]([CH3:12])[C:9]([CH3:11])=O)C.Cl.[CH:15]([NH2:17])=[NH:16].S(=O)(=O)(O)O, predict the reaction product. The product is: [OH:6][C:7]1[C:8]([CH3:12])=[C:9]([CH3:11])[N:17]=[CH:15][N:16]=1. (7) Given the reactants [C:1]([NH:8][CH2:9][CH2:10][NH2:11])([O:3][C:4]([CH3:7])([CH3:6])[CH3:5])=[O:2].[IH:12].CS[C:15](=[NH:17])[NH2:16], predict the reaction product. The product is: [IH:12].[C:1]([N:8]([CH2:9][CH2:10][NH2:11])[C:15]([NH2:17])=[NH:16])([O:3][C:4]([CH3:5])([CH3:6])[CH3:7])=[O:2].